Dataset: TCR-epitope binding with 47,182 pairs between 192 epitopes and 23,139 TCRs. Task: Binary Classification. Given a T-cell receptor sequence (or CDR3 region) and an epitope sequence, predict whether binding occurs between them. (1) The epitope is CINGVCWTV. Result: 1 (the TCR binds to the epitope). The TCR CDR3 sequence is CSAPGPGVSVEKLFF. (2) The epitope is DATYQRTRALVR. The TCR CDR3 sequence is CASSEPRDEQFF. Result: 1 (the TCR binds to the epitope). (3) The epitope is QECVRGTTVL. The TCR CDR3 sequence is CASSKARSGDFYSYEQYF. Result: 0 (the TCR does not bind to the epitope). (4) The epitope is SEETGTLIV. The TCR CDR3 sequence is CASSLQGNTGELFF. Result: 0 (the TCR does not bind to the epitope).